This data is from Reaction yield outcomes from USPTO patents with 853,638 reactions. The task is: Predict the reaction yield, written as a fraction of the theoretical maximum amount of product (1.0 means a 100% yield; for example, 0.34 means a 34% yield). (1) The reactants are C(=O)([O-])[O-].[K+].[K+].[N:7]1([C:13]([O:15][C:16]([CH3:19])([CH3:18])[CH3:17])=[O:14])[CH2:12][CH2:11][NH:10][CH2:9][CH2:8]1.F[C:21]1[CH:22]=[CH:23][C:24]([N+:29]([O-:31])=[O:30])=[C:25]([CH:28]=1)[CH:26]=[O:27]. The catalyst is CS(C)=O. The product is [CH:26]([C:25]1[CH:28]=[C:21]([N:10]2[CH2:11][CH2:12][N:7]([C:13]([O:15][C:16]([CH3:19])([CH3:18])[CH3:17])=[O:14])[CH2:8][CH2:9]2)[CH:22]=[CH:23][C:24]=1[N+:29]([O-:31])=[O:30])=[O:27]. The yield is 0.880. (2) The catalyst is C1COCC1. The yield is 1.00. The reactants are [CH2:1]([Li])[CH2:2][CH2:3][CH3:4].C(N[CH:10]([CH3:12])[CH3:11])(C)C.[CH2:13]([O:15][P:16]([C:21]1[C:25]([P:26]([O:31][CH2:32][CH3:33])([O:28][CH2:29][CH3:30])=[O:27])=[CH:24][S:23][CH:22]=1)([O:18][CH2:19][CH3:20])=[O:17])[CH3:14].[CH2:34]([Sn:38](Cl)([CH2:43][CH2:44][CH2:45][CH3:46])[CH2:39][CH2:40][CH2:41][CH3:42])[CH2:35][CH2:36][CH3:37].P([O-])([O-])(O)=O.[Na+].[Na+].P([O-])(O)(O)=O.[Na+]. The product is [CH2:1]([Sn:38]([CH2:39][CH2:12][CH2:10][CH3:11])([CH2:34][CH2:35][CH2:36][CH3:37])[C:24]1[S:23][C:22]([Sn:38]([CH2:43][CH2:44][CH2:45][CH3:46])([CH2:39][CH2:40][CH2:41][CH3:42])[CH2:34][CH2:35][CH2:36][CH3:37])=[C:21]([P:16]([O:18][CH2:19][CH3:20])([O:15][CH2:13][CH3:14])=[O:17])[C:25]=1[P:26]([O:28][CH2:29][CH3:30])([O:31][CH2:32][CH3:33])=[O:27])[CH2:2][CH2:3][CH3:4]. (3) The reactants are Cl[C:2]1[CH:7]=[C:6]([N:8]2[C:12]3[CH:13]=[CH:14][CH:15]=[CH:16][C:11]=3[N:10]=[C:9]2[CH3:17])[N:5]=[C:4]([N:18]([C:21]2[CH:26]=[CH:25][C:24]([CH3:27])=[CH:23][CH:22]=2)C=O)[N:3]=1.[OH-].[NH4+:29].O. The catalyst is CS(C)=O. The product is [CH3:17][C:9]1[N:8]([C:6]2[N:5]=[C:4]([NH:18][C:21]3[CH:22]=[CH:23][C:24]([CH3:27])=[CH:25][CH:26]=3)[N:3]=[C:2]([NH2:29])[CH:7]=2)[C:12]2[CH:13]=[CH:14][CH:15]=[CH:16][C:11]=2[N:10]=1. The yield is 0.730. (4) The reactants are C(N(CC)C(C)C)(C)C.Cl.[F:11][C:12]1[CH:21]=[CH:20][C:15]([C:16](=[NH:19])[O:17][CH3:18])=[CH:14][CH:13]=1.Cl.[CH3:23][O:24][C:25](=[O:30])[CH:26](CO)N. The catalyst is C(Cl)Cl. The product is [F:11][C:12]1[CH:13]=[CH:14][C:15]([C:16]2[O:17][CH2:18][CH:26]([C:25]([O:24][CH3:23])=[O:30])[N:19]=2)=[CH:20][CH:21]=1. The yield is 0.810. (5) The reactants are Cl.[CH2:2]1[CH2:6][O:5][C:4]2[CH:7]=[CH:8][C:9]3[CH2:10][CH2:11][C@@H:12]([CH2:14][CH2:15][NH2:16])[C:13]=3[C:3]1=2.C(=O)([O-])[O-].[Na+].[Na+].[C:23](Cl)(=[O:26])[CH2:24][CH3:25]. The catalyst is O.ClCCl. The product is [CH3:25][CH2:24][C:23]([NH:16][CH2:15][CH2:14][C@H:12]1[C:13]2[C:3]3[CH2:2][CH2:6][O:5][C:4]=3[CH:7]=[CH:8][C:9]=2[CH2:10][CH2:11]1)=[O:26]. The yield is 0.800.